Dataset: Reaction yield outcomes from USPTO patents with 853,638 reactions. Task: Predict the reaction yield, written as a fraction of the theoretical maximum amount of product (1.0 means a 100% yield; for example, 0.34 means a 34% yield). (1) The reactants are Br[C:2]1[CH:3]=[N:4][N:5]([CH3:16])[C:6]=1[C:7]1[CH:8]=[C:9]([C:12]([O:14][CH3:15])=[O:13])[S:10][CH:11]=1.[CH3:17]B1OB(C)OB(C)O1.C([O-])([O-])=O.[K+].[K+]. The catalyst is CN(C)C=O.C1C=CC(P(C2C=CC=CC=2)[C-]2C=CC=C2)=CC=1.C1C=CC(P(C2C=CC=CC=2)[C-]2C=CC=C2)=CC=1.Cl[Pd]Cl.[Fe+2]. The product is [CH3:16][N:5]1[C:6]([C:7]2[CH:8]=[C:9]([C:12]([O:14][CH3:15])=[O:13])[S:10][CH:11]=2)=[C:2]([CH3:17])[CH:3]=[N:4]1. The yield is 0.760. (2) The reactants are [CH2:1]([N:3]([CH2:38][CH3:39])[CH2:4][CH2:5][CH2:6][NH:7][C:8]1[N:9]=[C:10]([C:27]2[CH:28]=[C:29]([CH:33]=[C:34]([F:37])[C:35]=2[CH3:36])[C:30]([OH:32])=O)[C:11]2[CH:17]=[CH:16][C:15](=[O:18])[N:14]([C:19]3[C:24]([F:25])=[CH:23][CH:22]=[CH:21][C:20]=3[F:26])[C:12]=2[N:13]=1)[CH3:2].CN(C(O[N:48]1N=N[C:50]2[CH:51]=CC=C[C:49]1=2)=[N+](C)C)C.F[P-](F)(F)(F)(F)F.C(N(CC)CC)C.C(N)CC. The catalyst is CN(C=O)C. The product is [CH2:1]([N:3]([CH2:38][CH3:39])[CH2:4][CH2:5][CH2:6][NH:7][C:8]1[N:9]=[C:10]([C:27]2[CH:28]=[C:29]([CH:33]=[C:34]([F:37])[C:35]=2[CH3:36])[C:30]([NH:48][CH2:49][CH2:50][CH3:51])=[O:32])[C:11]2[CH:17]=[CH:16][C:15](=[O:18])[N:14]([C:19]3[C:20]([F:26])=[CH:21][CH:22]=[CH:23][C:24]=3[F:25])[C:12]=2[N:13]=1)[CH3:2]. The yield is 0.580.